This data is from Full USPTO retrosynthesis dataset with 1.9M reactions from patents (1976-2016). The task is: Predict the reactants needed to synthesize the given product. (1) The reactants are: C(=O)([O-])[O-].[Cs+].[Cs+].[O:7]1[CH2:12][CH2:11][O:10][C:9]2[CH:13]=[C:14]([C:17]3[C:18]([CH3:36])=[C:19]([CH:33]=[CH:34][CH:35]=3)[CH2:20][O:21][C:22]3[CH:29]=[C:28]([O:30][CH3:31])[C:25]([CH:26]=[O:27])=[C:24]([OH:32])[CH:23]=3)[CH:15]=[CH:16][C:8]1=2.Br[CH2:38][C:39]1[CH:40]=[C:41]([CH:44]=[CH:45][CH:46]=1)[C:42]#[N:43].Cl. Given the product [O:7]1[CH2:12][CH2:11][O:10][C:9]2[CH:13]=[C:14]([C:17]3[C:18]([CH3:36])=[C:19]([CH:33]=[CH:34][CH:35]=3)[CH2:20][O:21][C:22]3[CH:29]=[C:28]([O:30][CH3:31])[C:25]([CH:26]=[O:27])=[C:24]([CH:23]=3)[O:32][CH2:38][C:39]3[CH:40]=[C:41]([CH:44]=[CH:45][CH:46]=3)[C:42]#[N:43])[CH:15]=[CH:16][C:8]1=2, predict the reactants needed to synthesize it. (2) Given the product [OH:28][CH2:27][CH2:26][N:24]1[CH:25]=[C:21]([C:18]2[N:17]=[C:16]3[N:12]([CH2:11][C:7]4[CH:6]=[C:5]5[C:10](=[CH:9][CH:8]=4)[N+:1]([O-:31])=[CH:2][CH:3]=[CH:4]5)[N:13]=[N:14][C:15]3=[CH:20][CH:19]=2)[CH:22]=[N:23]1, predict the reactants needed to synthesize it. The reactants are: [N:1]1[C:10]2[C:5](=[CH:6][C:7]([CH2:11][N:12]3[C:16]4=[N:17][C:18]([C:21]5[CH:22]=[N:23][N:24]([CH2:26][CH2:27][OH:28])[CH:25]=5)=[CH:19][CH:20]=[C:15]4[N:14]=[N:13]3)=[CH:8][CH:9]=2)[CH:4]=[CH:3][CH:2]=1.C(O)(=[O:31])C. (3) Given the product [ClH:25].[CH3:1][CH:2]1[CH2:8][CH2:7][NH:6][CH2:5][C:4]2[CH:9]=[CH:10][C:11]([N:13]3[CH2:18][CH2:17][O:16][CH2:15][CH2:14]3)=[N:12][C:3]1=2, predict the reactants needed to synthesize it. The reactants are: [CH3:1][CH:2]1[CH2:8][CH2:7][NH:6][CH2:5][C:4]2[CH:9]=[CH:10][C:11]([N:13]3[CH2:18][CH2:17][O:16][CH2:15][CH2:14]3)=[N:12][C:3]1=2.C(OCC)(=O)C.[ClH:25]. (4) Given the product [CH3:20][O:19][C:12]1[CH:13]=[CH:14][CH:15]=[C:16]([O:17][CH3:18])[C:11]=1[CH:2]1[N:1]([CH2:31][C:23]2[CH:22]=[N:21][C:30]3[C:25]([CH:24]=2)=[CH:26][CH:27]=[CH:28][CH:29]=3)[C:7](=[O:9])[CH2:6][CH2:5][CH2:4][CH2:3]1, predict the reactants needed to synthesize it. The reactants are: [NH2:1][CH:2]([C:11]1[C:16]([O:17][CH3:18])=[CH:15][CH:14]=[CH:13][C:12]=1[O:19][CH3:20])[CH2:3][CH2:4][CH2:5][CH2:6][C:7]([O:9]C)=O.[N:21]1[C:30]2[C:25](=[CH:26][CH:27]=[CH:28][CH:29]=2)[CH:24]=[C:23]([CH:31]=O)[CH:22]=1.